The task is: Binary Classification. Given a drug SMILES string, predict its activity (active/inactive) in a high-throughput screening assay against a specified biological target.. This data is from HIV replication inhibition screening data with 41,000+ compounds from the AIDS Antiviral Screen. (1) The drug is Cc1ccc(C(=O)Nc2ccc(S(=O)(=O)O)c3cc(S(=O)(=O)O)cc(S(=O)(=O)O)c23)cc1NC(=O)Nc1cc(C(=O)Nc2ccc(S(=O)(=O)O)c3cc(S(=O)(=O)O)cc(S(=O)(=O)O)c23)ccc1C.[NaH]. The result is 1 (active). (2) The molecule is CSC(SC)=C(C(=O)c1ccc(Cl)cc1)n1c(=O)sc2cc(Br)ccc21. The result is 0 (inactive). (3) The molecule is c1ccc2c(c1)c1c(n2CCOCCN2CCCCC2)CCCC1. The result is 0 (inactive). (4) The molecule is Cc1ccc2[nH]c3c(c2c1)CCCC3=NNC(=N)N. The result is 0 (inactive). (5) The compound is COc1cc(-c2cc(=O)c3c(OC)c(OC)c(OC)c(OC)c3o2)cc(OC)c1OC. The result is 0 (inactive). (6) The drug is COc1ccc(C=CC(=O)NC2CCN3CCCC23)cc1. The result is 0 (inactive). (7) The drug is NC(=O)NCNC(N)=O. The result is 0 (inactive).